From a dataset of Full USPTO retrosynthesis dataset with 1.9M reactions from patents (1976-2016). Predict the reactants needed to synthesize the given product. Given the product [C:10]([O:9][C:8](=[O:14])[N:7]([CH2:6][CH2:5][CH2:4][NH2:1])[CH:15]1[CH2:16][CH2:17]1)([CH3:13])([CH3:11])[CH3:12], predict the reactants needed to synthesize it. The reactants are: [N:1]([CH2:4][CH2:5][CH2:6][N:7]([CH:15]1[CH2:17][CH2:16]1)[C:8](=[O:14])[O:9][C:10]([CH3:13])([CH3:12])[CH3:11])=[N+]=[N-].[H][H].